From a dataset of Full USPTO retrosynthesis dataset with 1.9M reactions from patents (1976-2016). Predict the reactants needed to synthesize the given product. (1) Given the product [CH:38]1([N:1]2[CH2:4][CH:3]([N:5]3[C:13]4[C:8](=[CH:9][CH:10]=[CH:11][CH:12]=4)[CH:7]([CH2:14][CH2:15][CH2:16][CH2:17][CH2:18][CH2:19][NH:20][C:21]([NH:23][CH2:24][C:25]4[CH:26]=[N:27][CH:28]=[CH:29][CH:30]=4)=[O:22])[CH2:6]3)[CH2:2]2)[CH2:42][CH2:41][CH2:40][CH2:39]1, predict the reactants needed to synthesize it. The reactants are: [NH:1]1[CH2:4][CH:3]([N:5]2[C:13]3[C:8](=[CH:9][CH:10]=[CH:11][CH:12]=3)[CH:7]([CH2:14][CH2:15][CH2:16][CH2:17][CH2:18][CH2:19][NH:20][C:21]([NH:23][CH2:24][C:25]3[CH:26]=[N:27][CH:28]=[CH:29][CH:30]=3)=[O:22])[CH2:6]2)[CH2:2]1.CCN(CC)CC.[C:38]1(=O)[CH2:42][CH2:41][CH2:40][CH2:39]1.[BH-](OC(C)=O)(OC(C)=O)OC(C)=O.[Na+]. (2) Given the product [CH3:9][N:10]([CH3:19])[C:11]1[CH:18]=[CH:17][C:14]([CH2:15][NH:16][C:2]2[N:7]=[C:6]([NH:16][CH2:15][C:14]3[CH:17]=[CH:18][C:11]([N:10]([CH3:19])[CH3:9])=[CH:12][CH:13]=3)[CH:5]=[CH:4][N:3]=2)=[CH:13][CH:12]=1, predict the reactants needed to synthesize it. The reactants are: Cl[C:2]1[N:7]=[C:6](Cl)[CH:5]=[CH:4][N:3]=1.[CH3:9][N:10]([CH3:19])[C:11]1[CH:18]=[CH:17][C:14]([CH2:15][NH2:16])=[CH:13][CH:12]=1. (3) The reactants are: I[C:2]1[C:3]2[CH2:33][NH:32][C:31](=[O:34])[C:4]=2[C:5]([NH:23][C:24]2[CH:25]=[C:26]([CH3:30])[CH:27]=[CH:28][CH:29]=2)=[N:6][C:7]=1[NH:8][C@@H:9]1[CH2:14][CH2:13][CH2:12][CH2:11][C@@H:10]1[NH:15][C:16](=[O:22])[O:17][C:18]([CH3:21])([CH3:20])[CH3:19].[C:35]([Zn]C#N)#[N:36]. Given the product [C:35]([C:2]1[C:3]2[CH2:33][NH:32][C:31](=[O:34])[C:4]=2[C:5]([NH:23][C:24]2[CH:25]=[C:26]([CH3:30])[CH:27]=[CH:28][CH:29]=2)=[N:6][C:7]=1[NH:8][C@@H:9]1[CH2:14][CH2:13][CH2:12][CH2:11][C@@H:10]1[NH:15][C:16](=[O:22])[O:17][C:18]([CH3:19])([CH3:21])[CH3:20])#[N:36], predict the reactants needed to synthesize it. (4) Given the product [CH3:19][CH2:18][C:13](=[O:14])[CH2:12][CH2:11][CH2:10][CH2:8][CH2:7][CH2:6][CH3:5], predict the reactants needed to synthesize it. The reactants are: C=O.BrC1[CH:5]=[CH:6][C:7](OC)=[C:8]([C:10]2(CN)[CH2:19][CH2:18][C:13]3(OCC[O:14]3)[CH2:12][CH2:11]2)C=1. (5) Given the product [CH2:29]([N:26]([CH2:27][CH3:28])[C:23]1[CH:22]=[CH:21][C:20]([NH:19][C:18]([C:8]2([C:6]([OH:7])=[O:5])[CH2:17][CH2:16][C:15]3[C:10](=[CH:11][CH:12]=[CH:13][CH:14]=3)[CH2:9]2)=[O:31])=[CH:25][CH:24]=1)[CH3:30], predict the reactants needed to synthesize it. The reactants are: C([O:5][C:6]([C:8]1([C:18](=[O:31])[NH:19][C:20]2[CH:25]=[CH:24][C:23]([N:26]([CH2:29][CH3:30])[CH2:27][CH3:28])=[CH:22][CH:21]=2)[CH2:17][CH2:16][C:15]2[C:10](=[CH:11][CH:12]=[CH:13][CH:14]=2)[CH2:9]1)=[O:7])(C)(C)C.